This data is from Reaction yield outcomes from USPTO patents with 853,638 reactions. The task is: Predict the reaction yield, written as a fraction of the theoretical maximum amount of product (1.0 means a 100% yield; for example, 0.34 means a 34% yield). (1) The reactants are FC(F)(F)C(O)=O.[Cl:8][C:9]1[CH:14]=[C:13]2[NH:15][C:16](=[O:38])[C:17]3([CH:21]([C:22]4[CH:27]=[CH:26][CH:25]=[C:24]([Cl:28])[C:23]=4[F:29])[CH:20]([C:30]([OH:32])=O)[NH:19][CH:18]3[CH2:33][C:34]([CH3:37])([CH3:36])[CH3:35])[C:12]2=[CH:11][CH:10]=1.C(N(C(C)C)CC)(C)C.C1(P(Cl)(C2C=CC=CC=2)=O)C=CC=CC=1.[CH3:63][O:64][C:65]1[CH:71]=[C:70]([N:72]2[CH:76]=[N:75][N:74]=[N:73]2)[CH:69]=[CH:68][C:66]=1[NH2:67]. No catalyst specified. The product is [CH3:63][O:64][C:65]1[CH:71]=[C:70]([N:72]2[CH:76]=[N:75][N:74]=[N:73]2)[CH:69]=[CH:68][C:66]=1[NH:67][C:30]([CH:20]1[NH:19][CH:18]([CH2:33][C:34]([CH3:36])([CH3:35])[CH3:37])[C:17]2([C:12]3[C:13](=[CH:14][C:9]([Cl:8])=[CH:10][CH:11]=3)[NH:15][C:16]2=[O:38])[CH:21]1[C:22]1[CH:27]=[CH:26][CH:25]=[C:24]([Cl:28])[C:23]=1[F:29])=[O:32]. The yield is 0.300. (2) The reactants are C([O:3][C:4](=[O:54])[C@@H:5]([O:51][CH2:52][CH3:53])[CH2:6][C:7]1[CH:12]=[CH:11][C:10]([O:13][CH2:14]/[CH:15]=[C:16](/[C:18]2[CH:23]=[CH:22][C:21]([C:24]3[CH:29]=[CH:28][C:27](/[C:30](/[CH3:50])=[CH:31]/[CH2:32][O:33][C:34]4[CH:39]=[CH:38][C:37]([CH2:40][C@H:41]([O:47][CH2:48][CH3:49])[C:42]([O:44]CC)=[O:43])=[CH:36][CH:35]=4)=[CH:26][CH:25]=3)=[CH:20][CH:19]=2)\[CH3:17])=[CH:9][CH:8]=1)C.[OH-].[Na+]. The catalyst is C(O)C.O.C(OCC)(=O)C. The product is [C:42]([C@@H:41]([O:47][CH2:48][CH3:49])[CH2:40][C:37]1[CH:36]=[CH:35][C:34]([O:33][CH2:32]/[CH:31]=[C:30](/[C:27]2[CH:28]=[CH:29][C:24]([C:21]3[CH:22]=[CH:23][C:18](/[C:16](/[CH3:17])=[CH:15]/[CH2:14][O:13][C:10]4[CH:9]=[CH:8][C:7]([CH2:6][C@H:5]([O:51][CH2:52][CH3:53])[C:4]([OH:54])=[O:3])=[CH:12][CH:11]=4)=[CH:19][CH:20]=3)=[CH:25][CH:26]=2)\[CH3:50])=[CH:39][CH:38]=1)([OH:44])=[O:43]. The yield is 0.530.